Dataset: Peptide-MHC class I binding affinity with 185,985 pairs from IEDB/IMGT. Task: Regression. Given a peptide amino acid sequence and an MHC pseudo amino acid sequence, predict their binding affinity value. This is MHC class I binding data. (1) The peptide sequence is IVNRNRQGY. The MHC is HLA-B07:02 with pseudo-sequence HLA-B07:02. The binding affinity (normalized) is 0. (2) The peptide sequence is KHLTYTDKF. The MHC is Mamu-B17 with pseudo-sequence Mamu-B17. The binding affinity (normalized) is 0.420. (3) The peptide sequence is EDIDSVETL. The MHC is HLA-B44:02 with pseudo-sequence HLA-B44:02. The binding affinity (normalized) is 0.129. (4) The peptide sequence is HLSGPLAGV. The MHC is HLA-B15:01 with pseudo-sequence HLA-B15:01. The binding affinity (normalized) is 0.0847. (5) The binding affinity (normalized) is 0.335. The peptide sequence is QSAGFLDRL. The MHC is Mamu-A01 with pseudo-sequence Mamu-A01. (6) The peptide sequence is MMHASTSPF. The binding affinity (normalized) is 0.437. The MHC is HLA-B57:01 with pseudo-sequence HLA-B57:01. (7) The peptide sequence is MALVAFLRF. The MHC is HLA-A30:01 with pseudo-sequence HLA-A30:01. The binding affinity (normalized) is 0.0847. (8) The peptide sequence is YLYPWSLGL. The MHC is HLA-A02:12 with pseudo-sequence HLA-A02:12. The binding affinity (normalized) is 0.936.